Task: Predict the reaction yield, written as a fraction of the theoretical maximum amount of product (1.0 means a 100% yield; for example, 0.34 means a 34% yield).. Dataset: Reaction yield outcomes from USPTO patents with 853,638 reactions (1) The reactants are [Br:1][C:2]1[C:10]2[C:5](=[CH:6][CH:7]=[CH:8][C:9]=2[N+:11]([O-:13])=[O:12])[NH:4][N:3]=1.C(=O)([O-])[O-].[K+].[K+].Cl.Cl[CH2:22][C:23]1[CH:27]=[CH:26][N:25]([CH:28]([CH3:30])[CH3:29])[N:24]=1. The catalyst is CN(C=O)C. The product is [Br:1][C:2]1[C:10]2[C:5](=[CH:6][CH:7]=[CH:8][C:9]=2[N+:11]([O-:13])=[O:12])[N:4]([CH2:22][C:23]2[CH:27]=[CH:26][N:25]([CH:28]([CH3:30])[CH3:29])[N:24]=2)[N:3]=1. The yield is 0.910. (2) The reactants are [Br:1][C:2]1[CH:3]=[CH:4][C:5]([F:24])=[C:6]([C:8]([NH:17][S@:18]([C:20]([CH3:23])([CH3:22])[CH3:21])=[O:19])([CH:14]([F:16])[F:15])[CH2:9][C:10]([O:12][CH3:13])=[O:11])[CH:7]=1. The catalyst is C(O)C.CCCCCCC. The product is [Br:1][C:2]1[CH:3]=[CH:4][C:5]([F:24])=[C:6]([C@:8]([NH:17][S@:18]([C:20]([CH3:22])([CH3:21])[CH3:23])=[O:19])([CH:14]([F:16])[F:15])[CH2:9][C:10]([O:12][CH3:13])=[O:11])[CH:7]=1. The yield is 0.408. (3) The reactants are [C:1]([C:4]1[CH:5]=[CH:6][C:7]2[N:8]([C:10]([CH2:13][NH:14][C:15](=[O:21])[O:16][C:17]([CH3:20])([CH3:19])[CH3:18])=[N:11][N:12]=2)[N:9]=1)(=[O:3])[NH2:2].C([O:26]C(CC1N2N=C(C(O)=O)C=CC2=NN=1)=O)(C)(C)C.CN(C(ON1N=NC2C=CC=NC1=2)=[N+](C)C)C.F[P-](F)(F)(F)(F)F.C(N(CC)CC)C. The catalyst is CN(C=O)C. The product is [CH3:1][OH:3].[NH4+:2].[OH-:26].[C:1]([C:4]1[CH:5]=[CH:6][C:7]2[N:8]([C:10]([CH2:13][NH:14][C:15](=[O:21])[O:16][C:17]([CH3:19])([CH3:18])[CH3:20])=[N:11][N:12]=2)[N:9]=1)(=[O:3])[NH2:2]. The yield is 0.0100.